This data is from Catalyst prediction with 721,799 reactions and 888 catalyst types from USPTO. The task is: Predict which catalyst facilitates the given reaction. (1) Reactant: C([O:8][C:9]1[CH:14]=[CH:13][C:12]([C:15]2[S:16][CH:17]=[C:18]([CH2:20][CH3:21])[N:19]=2)=[CH:11][C:10]=1[CH2:22][CH2:23][CH3:24])C1C=CC=CC=1.C([O-])=O.[NH4+]. Product: [CH2:20]([C:18]1[N:19]=[C:15]([C:12]2[CH:13]=[CH:14][C:9]([OH:8])=[C:10]([CH2:22][CH2:23][CH3:24])[CH:11]=2)[S:16][CH:17]=1)[CH3:21]. The catalyst class is: 256. (2) Product: [CH2:16]([O:18][C:19]1[CH:20]=[CH:21][C:22]([CH2:23][N:24]2[C:32]3[CH:31]=[CH:30][C:29]([C:33]([N:35]4[CH2:36][CH2:37][CH:38]([CH3:41])[CH2:39][CH2:40]4)=[O:34])=[CH:28][C:27]=3[C:26]3[CH2:42][N:43]([C:3]4[CH2:4][CH2:5][CH2:6][CH2:7][N:8]=4)[CH2:44][CH2:45][C:25]2=3)=[CH:46][CH:47]=1)[CH3:17].[C:10]([OH:11])([C:12]([F:15])([F:14])[F:13])=[O:9]. The catalyst class is: 5. Reactant: CO[C:3]1[CH2:4][CH2:5][CH2:6][CH2:7][N:8]=1.[OH:9][C:10]([C:12]([F:15])([F:14])[F:13])=[O:11].[CH2:16]([O:18][C:19]1[CH:47]=[CH:46][C:22]([CH2:23][N:24]2[C:32]3[CH:31]=[CH:30][C:29]([C:33]([N:35]4[CH2:40][CH2:39][CH:38]([CH3:41])[CH2:37][CH2:36]4)=[O:34])=[CH:28][C:27]=3[C:26]3[CH2:42][NH:43][CH2:44][CH2:45][C:25]2=3)=[CH:21][CH:20]=1)[CH3:17]. (3) Reactant: [OH-].[K+].[F:3][C:4]1([F:15])[CH2:9][CH2:8][C:7](=[CH:10][C:11]([O:13]C)=[O:12])[CH2:6][CH2:5]1. Product: [F:3][C:4]1([F:15])[CH2:5][CH2:6][C:7](=[CH:10][C:11]([OH:13])=[O:12])[CH2:8][CH2:9]1. The catalyst class is: 72. (4) Product: [NH2:8][C:9]1[C:14]([C:15]([C:17]2[CH:22]=[CH:21][C:20]([F:23])=[CH:19][C:18]=2[O:24][CH3:25])=[O:16])=[CH:13][N:12]=[C:11]([NH:26][CH:27]2[CH2:28][CH2:29][N:30]([S:41]([CH3:40])(=[O:43])=[O:42])[CH2:31][CH2:32]2)[N:10]=1. The catalyst class is: 4. Reactant: FC(F)(F)C(O)=O.[NH2:8][C:9]1[C:14]([C:15]([C:17]2[CH:22]=[CH:21][C:20]([F:23])=[CH:19][C:18]=2[O:24][CH3:25])=[O:16])=[CH:13][N:12]=[C:11]([NH:26][CH:27]2[CH2:32][CH2:31][NH:30][CH2:29][CH2:28]2)[N:10]=1.C(N(CC)CC)C.[CH3:40][S:41](Cl)(=[O:43])=[O:42]. (5) Reactant: [C:1](Cl)(=[O:3])[CH3:2].[Al+3].[Cl-].[Cl-].[Cl-].[C:9]1([S:15][CH3:16])[CH:14]=[CH:13][CH:12]=[CH:11][CH:10]=1. Product: [CH3:16][S:15][C:9]1[CH:14]=[CH:13][C:12]([C:1](=[O:3])[CH3:2])=[CH:11][CH:10]=1. The catalyst class is: 68. (6) Reactant: [NH2:1][C:2]1[CH:3]=[C:4]2[C:9](=[C:10]([C:12]([F:15])([F:14])[F:13])[CH:11]=1)[N:8]=[CH:7][C:6]([C:16]#[N:17])=[C:5]2[NH:18][C:19]1[CH:24]=[CH:23][C:22]([F:25])=[C:21]([Cl:26])[CH:20]=1.[CH3:27][C:28]1[CH:29]=[C:30]([CH:34]=O)[O:31][C:32]=1[CH3:33].[BH3-]C#N.[Na+]. Product: [Cl:26][C:21]1[CH:20]=[C:19]([NH:18][C:5]2[C:4]3[C:9](=[C:10]([C:12]([F:13])([F:14])[F:15])[CH:11]=[C:2]([NH:1][CH2:34][C:30]4[O:31][C:32]([CH3:33])=[C:28]([CH3:27])[CH:29]=4)[CH:3]=3)[N:8]=[CH:7][C:6]=2[C:16]#[N:17])[CH:24]=[CH:23][C:22]=1[F:25]. The catalyst class is: 14. (7) Reactant: Cl.[CH:2]1([N:8]2[CH2:12][CH2:11][CH:10]([NH:13][CH3:14])[C:9]2=[O:15])[CH2:7][CH2:6][CH2:5][CH2:4][CH2:3]1.Cl[CH2:17][C:18]1[C:23]([Cl:24])=[CH:22][CH:21]=[CH:20][C:19]=1[Cl:25].C(=O)([O-])[O-].[K+].[K+].[I-].[K+]. Product: [CH:2]1([N:8]2[CH2:12][CH2:11][CH:10]([N:13]([CH2:17][C:18]3[C:23]([Cl:24])=[CH:22][CH:21]=[CH:20][C:19]=3[Cl:25])[CH3:14])[C:9]2=[O:15])[CH2:3][CH2:4][CH2:5][CH2:6][CH2:7]1. The catalyst class is: 145.